From a dataset of Catalyst prediction with 721,799 reactions and 888 catalyst types from USPTO. Predict which catalyst facilitates the given reaction. (1) Reactant: [C:1]([C:3]1[CH:8]=[CH:7][C:6]([C:9]2[N:13]3[CH:14]=[C:15]([C:18]4[CH:26]=[CH:25][C:21]([C:22](O)=[O:23])=[CH:20][CH:19]=4)[CH:16]=[CH:17][C:12]3=[N:11][CH:10]=2)=[CH:5][CH:4]=1)#[N:2].CN(C(ON1N=NC2C=CC=NC1=2)=[N+](C)C)C.F[P-](F)(F)(F)(F)F.CN1CCOCC1.[C:58]([N:66]1[CH2:71][CH2:70][NH:69][CH2:68][CH2:67]1)(=[O:65])[C:59]1[CH:64]=[CH:63][CH:62]=[CH:61][CH:60]=1. Product: [C:58]([N:66]1[CH2:71][CH2:70][N:69]([C:22]([C:21]2[CH:20]=[CH:19][C:18]([C:15]3[CH:16]=[CH:17][C:12]4[N:13]([C:9]([C:6]5[CH:7]=[CH:8][C:3]([C:1]#[N:2])=[CH:4][CH:5]=5)=[CH:10][N:11]=4)[CH:14]=3)=[CH:26][CH:25]=2)=[O:23])[CH2:68][CH2:67]1)(=[O:65])[C:59]1[CH:64]=[CH:63][CH:62]=[CH:61][CH:60]=1. The catalyst class is: 18. (2) Reactant: [CH3:1][S:2][C:3]1[CH:4]=[C:5]2[C:9](=[CH:10][C:11]=1[C:12]([F:15])([F:14])[F:13])[N:8]([C:16](=[O:29])[NH:17][C:18]1[CH:23]=[CH:22][CH:21]=[C:20]([C:24]([O:26]CC)=[O:25])[CH:19]=1)[CH2:7][CH2:6]2.[OH-].[Na+].Cl. Product: [CH3:1][S:2][C:3]1[CH:4]=[C:5]2[C:9](=[CH:10][C:11]=1[C:12]([F:13])([F:14])[F:15])[N:8]([C:16](=[O:29])[NH:17][C:18]1[CH:23]=[CH:22][CH:21]=[C:20]([C:24]([OH:26])=[O:25])[CH:19]=1)[CH2:7][CH2:6]2. The catalyst class is: 8. (3) Reactant: [CH3:1][C:2]([CH3:13])=[CH:3][CH:4]=[N:5][CH2:6][C:7]1[CH:12]=[CH:11][CH:10]=[CH:9][CH:8]=1.[CH3:14][O:15][C:16](=[O:21])[CH2:17][C:18](=O)[CH3:19].[I-].[Li+]. Product: [CH2:6]([N:5]1[CH:4]=[CH:3][C:2]([CH3:13])([CH3:1])[C:17]([C:16]([O:15][CH3:14])=[O:21])=[C:18]1[CH3:19])[C:7]1[CH:12]=[CH:11][CH:10]=[CH:9][CH:8]=1. The catalyst class is: 57. (4) Reactant: [C:1]1([NH:7][NH2:8])[CH:6]=[CH:5][CH:4]=[CH:3][CH:2]=1.[O:9]1[C:13]2([CH2:18][CH2:17][C:16](=[O:19])[CH2:15][CH2:14]2)[O:12][CH2:11][CH2:10]1. Product: [C:1]1([NH:7][NH2:8])[CH:6]=[CH:5][CH:4]=[CH:3][CH:2]=1.[O:9]1[C:13]2([CH2:14][CH2:15][C:16](=[O:19])[CH2:17][CH2:18]2)[O:12][CH2:11][CH2:10]1. The catalyst class is: 11. (5) Reactant: [NH2:1][C:2]1[C:6]([C:7]([O:9][CH2:10][CH3:11])=[O:8])=[CH:5][NH:4][N:3]=1. Product: [CH3:7][C:6]1[CH:5]=[N:1][C:2]2[N:3]([N:4]=[CH:5][C:6]=2[C:7]([O:9][CH2:10][CH3:11])=[O:8])[CH:2]=1. The catalyst class is: 15. (6) Reactant: [F:1][C:2]1[CH:7]=[CH:6][C:5]([C:8]2[N:9]=[C:10]([CH:20]([CH3:22])[CH3:21])[NH:11][C:12]=2[C:13]2[CH:18]=[CH:17][CH:16]=[C:15]([CH3:19])[N:14]=2)=[CH:4][C:3]=1B1OC(C)(C)C(C)(C)O1.Br[C:33]1[CH:38]=[CH:37][C:36]([S:39]([CH3:42])(=[O:41])=[O:40])=[CH:35][N:34]=1. Product: [F:1][C:2]1[CH:7]=[CH:6][C:5]([C:8]2[N:9]=[C:10]([CH:20]([CH3:22])[CH3:21])[NH:11][C:12]=2[C:13]2[CH:18]=[CH:17][CH:16]=[C:15]([CH3:19])[N:14]=2)=[CH:4][C:3]=1[C:33]1[CH:38]=[CH:37][C:36]([S:39]([CH3:42])(=[O:41])=[O:40])=[CH:35][N:34]=1. The catalyst class is: 843.